This data is from Peptide-MHC class I binding affinity with 185,985 pairs from IEDB/IMGT. The task is: Regression. Given a peptide amino acid sequence and an MHC pseudo amino acid sequence, predict their binding affinity value. This is MHC class I binding data. (1) The binding affinity (normalized) is 0.0847. The peptide sequence is ILTRLALFF. The MHC is HLA-B15:01 with pseudo-sequence HLA-B15:01. (2) The peptide sequence is KECVDGTLL. The MHC is HLA-A68:02 with pseudo-sequence HLA-A68:02. The binding affinity (normalized) is 0.0847. (3) The peptide sequence is VTVPTNDHI. The MHC is HLA-A02:01 with pseudo-sequence HLA-A02:01. The binding affinity (normalized) is 0. (4) The peptide sequence is YVYPDNLPR. The MHC is HLA-B08:03 with pseudo-sequence HLA-B08:03. The binding affinity (normalized) is 0.0847. (5) The peptide sequence is YLACKQHAL. The MHC is HLA-A02:11 with pseudo-sequence HLA-A02:11. The binding affinity (normalized) is 1.00. (6) The peptide sequence is ARGARRMAIL. The MHC is HLA-B08:01 with pseudo-sequence HLA-B08:01. The binding affinity (normalized) is 0.538. (7) The peptide sequence is SVIFYFISIY. The MHC is HLA-A33:01 with pseudo-sequence HLA-A33:01. The binding affinity (normalized) is 0.439. (8) The peptide sequence is LLDLEGHIL. The MHC is HLA-A02:11 with pseudo-sequence HLA-A02:11. The binding affinity (normalized) is 0.0847.